Dataset: Reaction yield outcomes from USPTO patents with 853,638 reactions. Task: Predict the reaction yield, written as a fraction of the theoretical maximum amount of product (1.0 means a 100% yield; for example, 0.34 means a 34% yield). (1) The reactants are [CH3:1][O:2][C:3](=[O:15])[CH2:4][CH:5]([NH2:14])[C:6]1[CH:11]=[C:10]([F:12])[CH:9]=[C:8]([Br:13])[CH:7]=1.O=C1CCC(=O)N1[O:23][C:24]([C@@H:26]1[CH2:31][CH2:30][CH2:29][N:28]([C:32](=[O:48])[CH2:33][CH2:34][CH:35]2[CH2:40][CH2:39][N:38]([C:41]([O:43][C:44]([CH3:47])([CH3:46])[CH3:45])=[O:42])[CH2:37][CH2:36]2)[CH2:27]1)=O.C(N(CC)CC)C.[Cl-].[NH4+]. The catalyst is CN(C)C=O.ClCCl. The product is [Br:13][C:8]1[CH:7]=[C:6]([CH:5]([NH:14][C:24]([C@@H:26]2[CH2:31][CH2:30][CH2:29][N:28]([C:32](=[O:48])[CH2:33][CH2:34][CH:35]3[CH2:40][CH2:39][N:38]([C:41]([O:43][C:44]([CH3:46])([CH3:45])[CH3:47])=[O:42])[CH2:37][CH2:36]3)[CH2:27]2)=[O:23])[CH2:4][C:3]([O:2][CH3:1])=[O:15])[CH:11]=[C:10]([F:12])[CH:9]=1. The yield is 1.25. (2) The reactants are [Cl:1][C:2]1[CH:3]=[C:4]([C@H:8]([OH:24])[CH2:9][NH:10][C:11]2[CH:16]=[CH:15][N:14]=[C:13]([O:17]C)[C:12]=2[CH:19]2OCC[O:20]2)[CH:5]=[CH:6][CH:7]=1.O.Cl. The catalyst is O1CCOCC1. The product is [Cl:1][C:2]1[CH:3]=[C:4]([C@H:8]([OH:24])[CH2:9][NH:10][C:11]2[CH:16]=[CH:15][NH:14][C:13](=[O:17])[C:12]=2[CH:19]=[O:20])[CH:5]=[CH:6][CH:7]=1. The yield is 0.110. (3) The yield is 0.850. The reactants are Cl[C:2]1[CH:7]=[C:6]([CH3:8])[C:5]([C:9](=[O:11])[CH3:10])=[C:4]([CH3:12])[CH:3]=1.[O-]P([O-])([O-])=O.[K+].[K+].[K+].[O:21]([C:28]1[CH:33]=[CH:32][C:31]([OH:34])=[CH:30][CH:29]=1)[C:22]1[CH:27]=[CH:26][CH:25]=[CH:24][CH:23]=1. The product is [CH3:8][C:6]1[CH:7]=[C:2]([O:34][C:31]2[CH:30]=[CH:29][C:28]([O:21][C:22]3[CH:27]=[CH:26][CH:25]=[CH:24][CH:23]=3)=[CH:33][CH:32]=2)[CH:3]=[C:4]([CH3:12])[C:5]=1[C:9](=[O:11])[CH3:10]. The catalyst is C1(C)C=CC=CC=1.CC([O-])=O.CC([O-])=O.[Pd+2].C(P(C(C)(C)C)C1C=CC=CC=1C1C(C(C)C)=CC(C(C)C)=CC=1C(C)C)(C)(C)C. (4) The reactants are [N+:1]([C:4]1[C:5]([N:14]2[CH2:19][C@H:18]([C:20]([F:23])([F:22])[F:21])[CH2:17][C@H:16]([NH:24][C:25](=[O:31])[O:26][C:27]([CH3:30])([CH3:29])[CH3:28])[CH2:15]2)=[C:6]2[CH2:13][CH2:12][CH2:11][C:7]2=[N+:8]([O-])[CH:9]=1)([O-:3])=[O:2].[CH3:32][C:33]([O:35]C(C)=O)=[O:34]. No catalyst specified. The product is [C:33]([O:35][CH:11]1[C:7]2=[N:8][CH:9]=[C:4]([N+:1]([O-:3])=[O:2])[C:5]([N:14]3[CH2:19][C@H:18]([C:20]([F:21])([F:23])[F:22])[CH2:17][C@H:16]([NH:24][C:25]([O:26][C:27]([CH3:28])([CH3:29])[CH3:30])=[O:31])[CH2:15]3)=[C:6]2[CH2:13][CH2:12]1)(=[O:34])[CH3:32]. The yield is 0.740. (5) The reactants are [O:1]=[S:2]1(=[O:55])[CH2:7][CH2:6][N:5]([CH2:8][C:9]2[CH:14]=[CH:13][C:12]([N:15]3[C:19]4[N:20]=[C:21]([N:49]5[CH2:54][CH2:53][O:52][CH2:51][CH2:50]5)[N:22]=[C:23]([C:24]5[CH:25]=[N:26][C:27]([N:30](CC6C=CC(OC)=CC=6)CC6C=CC(OC)=CC=6)=[N:28][CH:29]=5)[C:18]=4[CH2:17][CH2:16]3)=[CH:11][CH:10]=2)[CH2:4][CH2:3]1.S(=O)(=O)(O)O.P([O-])([O-])([O-])=O.[K+].[K+].[K+]. The catalyst is C(OCC)(=O)C. The product is [O:55]=[S:2]1(=[O:1])[CH2:7][CH2:6][N:5]([CH2:8][C:9]2[CH:14]=[CH:13][C:12]([N:15]3[C:19]4[N:20]=[C:21]([N:49]5[CH2:54][CH2:53][O:52][CH2:51][CH2:50]5)[N:22]=[C:23]([C:24]5[CH:29]=[N:28][C:27]([NH2:30])=[N:26][CH:25]=5)[C:18]=4[CH2:17][CH2:16]3)=[CH:11][CH:10]=2)[CH2:4][CH2:3]1. The yield is 0.700. (6) The reactants are CO[C:3](=[O:44])[C:4]1[CH:9]=[CH:8][CH:7]=[C:6]([CH2:10][O:11][C:12]2[CH:17]=[CH:16][C:15]([C:18]3[CH:23]=[C:22]([F:24])[C:21]([F:25])=[CH:20][C:19]=3[F:26])=[CH:14][CH:13]=2)[C:5]=1[NH:27][N:28](C(OC(C)(C)C)=O)[CH2:29][C@@H:30]1[CH2:34][O:33]C(C)(C)[O:31]1.Cl. The catalyst is C1COCC1. The product is [OH:31][C@@H:30]([CH2:34][OH:33])[CH2:29][N:28]1[C:3](=[O:44])[C:4]2[C:5](=[C:6]([CH2:10][O:11][C:12]3[CH:13]=[CH:14][C:15]([C:18]4[CH:23]=[C:22]([F:24])[C:21]([F:25])=[CH:20][C:19]=4[F:26])=[CH:16][CH:17]=3)[CH:7]=[CH:8][CH:9]=2)[NH:27]1. The yield is 0.783.